This data is from Forward reaction prediction with 1.9M reactions from USPTO patents (1976-2016). The task is: Predict the product of the given reaction. (1) Given the reactants N12CCCN=C1CCCCC2.Cl.[NH2:13][CH2:14][C:15]1[CH:23]=[CH:22][CH:21]=[C:20]2[C:16]=1[C:17](=[O:33])[N:18]([CH:25]1[CH2:30][CH2:29][C:28](=[O:31])[NH:27][C:26]1=[O:32])[C:19]2=[O:24].[C:34](Cl)(=[O:41])[CH2:35][CH2:36][CH2:37][CH2:38][CH2:39][CH3:40], predict the reaction product. The product is: [O:32]=[C:26]1[CH:25]([N:18]2[C:17](=[O:33])[C:16]3[C:20](=[CH:21][CH:22]=[CH:23][C:15]=3[CH2:14][NH:13][C:34](=[O:41])[CH2:35][CH2:36][CH2:37][CH2:38][CH2:39][CH3:40])[C:19]2=[O:24])[CH2:30][CH2:29][C:28](=[O:31])[NH:27]1. (2) Given the reactants [NH:1](C(OC(C)(C)C)=O)[C@H:2]([C:12]([NH:14][C@@H:15]([C:25]([OH:27])=[O:26])[CH2:16][S:17][CH2:18][C:19]1[CH:24]=[CH:23][CH:22]=[CH:21][CH:20]=1)=[O:13])[CH2:3][CH2:4][C:5](=[O:11])[O:6]C(C)(C)C, predict the reaction product. The product is: [NH2:1][C@H:2]([C:12]([NH:14][C@@H:15]([C:25]([OH:27])=[O:26])[CH2:16][S:17][CH2:18][C:19]1[CH:20]=[CH:21][CH:22]=[CH:23][CH:24]=1)=[O:13])[CH2:3][CH2:4][C:5](=[O:6])[OH:11]. (3) Given the reactants Cl.[OH:2][C@H:3]1[CH2:7][CH2:6][NH:5][CH2:4]1.C(N(CC)CC)C.[CH3:15][S:16](Cl)(=[O:18])=[O:17].C(O)(=O)CC(CC(O)=O)(C(O)=O)O, predict the reaction product. The product is: [CH3:15][S:16]([O:2][C@H:3]1[CH2:7][CH2:6][N:5]([S:16]([CH3:15])(=[O:18])=[O:17])[CH2:4]1)(=[O:18])=[O:17]. (4) Given the reactants [OH:1][NH:2][C:3]([C:5]1[C:10]([CH3:11])=[CH:9][CH:8]=[CH:7][N:6]=1)=[NH:4].[CH3:12][O:13][C:14]1[CH:22]=[C:18]([C:19](O)=O)[C:17]([OH:23])=[CH:16][CH:15]=1, predict the reaction product. The product is: [CH3:12][O:13][C:14]1[CH:15]=[CH:16][C:17]([OH:23])=[C:18]([C:19]2[O:1][N:2]=[C:3]([C:5]3[C:10]([CH3:11])=[CH:9][CH:8]=[CH:7][N:6]=3)[N:4]=2)[CH:22]=1. (5) Given the reactants [CH2:1]([O:8][C:9]1[CH:18]=[CH:17][C:12]([C:13]([O:15]C)=[O:14])=[CH:11][C:10]=1[CH2:19][CH2:20][CH3:21])[C:2]1[CH:7]=[CH:6][CH:5]=[CH:4][CH:3]=1.[OH-].[Na+], predict the reaction product. The product is: [CH2:1]([O:8][C:9]1[CH:18]=[CH:17][C:12]([C:13]([OH:15])=[O:14])=[CH:11][C:10]=1[CH2:19][CH2:20][CH3:21])[C:2]1[CH:3]=[CH:4][CH:5]=[CH:6][CH:7]=1.